From a dataset of Merck oncology drug combination screen with 23,052 pairs across 39 cell lines. Regression. Given two drug SMILES strings and cell line genomic features, predict the synergy score measuring deviation from expected non-interaction effect. (1) Drug 1: CS(=O)(=O)CCNCc1ccc(-c2ccc3ncnc(Nc4ccc(OCc5cccc(F)c5)c(Cl)c4)c3c2)o1. Drug 2: Cn1c(=O)n(-c2ccc(C(C)(C)C#N)cc2)c2c3cc(-c4cnc5ccccc5c4)ccc3ncc21. Cell line: COLO320DM. Synergy scores: synergy=18.9. (2) Drug 1: CC(C)CC(NC(=O)C(Cc1ccccc1)NC(=O)c1cnccn1)B(O)O. Drug 2: CCc1c2c(nc3ccc(O)cc13)-c1cc3c(c(=O)n1C2)COC(=O)C3(O)CC. Cell line: NCIH23. Synergy scores: synergy=-7.16. (3) Drug 1: CN1C(=O)C=CC2(C)C3CCC4(C)C(NC(=O)OCC(F)(F)F)CCC4C3CCC12. Drug 2: CCc1c2c(nc3ccc(O)cc13)-c1cc3c(c(=O)n1C2)COC(=O)C3(O)CC. Cell line: SW837. Synergy scores: synergy=-19.5. (4) Drug 1: NC(=O)c1cccc2cn(-c3ccc(C4CCCNC4)cc3)nc12. Drug 2: Cc1nc(Nc2ncc(C(=O)Nc3c(C)cccc3Cl)s2)cc(N2CCN(CCO)CC2)n1. Cell line: NCIH23. Synergy scores: synergy=11.3. (5) Drug 1: Cn1nnc2c(C(N)=O)ncn2c1=O. Drug 2: CCC1(O)C(=O)OCc2c1cc1n(c2=O)Cc2cc3c(CN(C)C)c(O)ccc3nc2-1. Cell line: CAOV3. Synergy scores: synergy=9.42.